This data is from Experimentally validated miRNA-target interactions with 360,000+ pairs, plus equal number of negative samples. The task is: Binary Classification. Given a miRNA mature sequence and a target amino acid sequence, predict their likelihood of interaction. (1) The miRNA is hsa-miR-132-3p with sequence UAACAGUCUACAGCCAUGGUCG. The protein sequence of the target gene is MGYCSGRCTLIFICGMQLVCVLERQIFDFLGYQWAPILANFVHIIIVILGLFGTIQYRPRYITGYAVWLVLWVTWNVFVICFYLEAGDLSKETDLILTFNISMHRSWWMENGPGCTVTSVTPAPDWAPEDHRYITVSGCLLEYQYIEVAHSSLQIVLALAGFIYACYVVKCITEEEDSFDFIGGFDSYGYQGPQKTSHLQLQPMYMSK. Result: 0 (no interaction). (2) The miRNA is hsa-miR-628-3p with sequence UCUAGUAAGAGUGGCAGUCGA. The protein sequence of the target gene is MADSELQLVEQRIRSFPDFPTPGVVFRDISPVLKDPASFRAAIGLLARHLKATHGGRIDYIAGLDSRGFLFGPSLAQELGLGCVLIRKRGKLPGPTLWASYSLEYGKAELEIQKDALEPGQRVVVVDDLLATGGTMNAACELLGRLQAEVLECVSLVELTSLKGREKLAPVPFFSLLQYE. Result: 0 (no interaction). (3) The miRNA is hsa-miR-4524b-5p with sequence AUAGCAGCAUAAGCCUGUCUC. The protein sequence of the target gene is MAAPVLRCVRKLLKLVDFTPVPRRYRYKKKWATTEPQFTASRLALQNFDMTYSVQFGDLWPSIRVSLLSEQKYGALVNNFAAWDSVSAKLEQLSAKDFVSEAISHQKLEPESGLSPTPSLDCSPNLRCFTFSRGDVSRFPPARLGSLGLMDYYLMDAASLLPVLALGLQHGDTVLDLCAAPGGKTLALLQTGCCRNLAANDLSTSRTGRLQKVLHSYVPQDIREGNQVRVTSWDGRKWGELEGDTYDRVLVDVPCTTDRHSLHEEENNIFQRSRKKERQMLPMLQVQLLAAGLLATKPGG.... Result: 0 (no interaction). (4) The miRNA is hsa-miR-4447 with sequence GGUGGGGGCUGUUGUUU. The protein sequence of the target gene is MEPQPGGARSCRRGAPGGACELGPAAEAAPMSLAIHSTTGTRYDLAVPPDETVEGLRKRLSQRLKVPKERLALLHKDTRLSSGKLQEFGVGDGSKLTLVPTVEAGLMSQASRPEQSVMQALESLTETQVSDFLSGRSPLTLALRVGDHMMFVQLQLAAQHAPLQHRHVLAAAAAAAAARGDPSIASPVSSPCRPVSSAARVPPVPTSPSPASPSPITAGSFRSHAASTTCPEQMDCSPTASSSASPGASTTSTPGASPAPRSRKPGAVIESFVNHAPGVFSGTFSGTLHPNCQDSSGRPR.... Result: 1 (interaction).